Dataset: Reaction yield outcomes from USPTO patents with 853,638 reactions. Task: Predict the reaction yield, written as a fraction of the theoretical maximum amount of product (1.0 means a 100% yield; for example, 0.34 means a 34% yield). The reactants are [CH3:1][O:2][CH2:3][C:4]1[N:9]=[C:8]([CH2:10][CH2:11][CH3:12])[NH:7][C:6](=[O:13])[CH:5]=1.Br[CH2:15][C:16]1[CH:21]=[CH:20][C:19]([C:22]2[C:23]([C:28]#[N:29])=[CH:24][CH:25]=[CH:26][CH:27]=2)=[CH:18][CH:17]=1.C(=O)([O-])[O-].[K+].[K+]. The catalyst is C(#N)C.C(OCC)(=O)C. The product is [CH3:1][O:2][CH2:3][C:4]1[N:9]=[C:8]([CH2:10][CH2:11][CH3:12])[N:7]([CH2:15][C:16]2[CH:17]=[CH:18][C:19]([C:22]3[C:23]([C:28]#[N:29])=[CH:24][CH:25]=[CH:26][CH:27]=3)=[CH:20][CH:21]=2)[C:6](=[O:13])[CH:5]=1. The yield is 0.430.